Dataset: hERG Central: cardiac toxicity at 1µM, 10µM, and general inhibition. Task: Predict hERG channel inhibition at various concentrations. (1) Results: hERG_inhib (hERG inhibition (general)): blocker. The molecule is Br.CCCCn1c(=N)n(CCOc2ccc(C)cc2)c2ccccc21. (2) The compound is COc1ccc(Nc2nc(N)nc(CN3CCC(Cc4ccccc4)CC3)n2)cc1. Results: hERG_inhib (hERG inhibition (general)): blocker. (3) The molecule is CCCn1c(=O)[nH]c(=O)c2c1nc(-c1ccc(OC(F)F)c(OC)c1)n2CCOC. Results: hERG_inhib (hERG inhibition (general)): blocker. (4) The compound is Cc1ccc(-c2nn3c(C)nnc3s2)cc1NC(=O)COc1ccc(Cl)cc1. Results: hERG_inhib (hERG inhibition (general)): blocker. (5) The molecule is Cn1c(=O)cc(SCC(=O)NCCCN2CCN(c3ccc(F)cc3)CC2)c2ccccc21. Results: hERG_inhib (hERG inhibition (general)): blocker.